Dataset: HIV replication inhibition screening data with 41,000+ compounds from the AIDS Antiviral Screen. Task: Binary Classification. Given a drug SMILES string, predict its activity (active/inactive) in a high-throughput screening assay against a specified biological target. (1) The compound is Cc1ccc2c(c1)CN(C(=O)CCC(=O)OCc1ccccc1)c1ccc(C)cc1CN2C(=O)CCC(=O)OCc1ccccc1. The result is 0 (inactive). (2) The molecule is Cc1ccc(S(=O)(=O)NN=C2CC3CC4CCC2C4C3)cc1. The result is 0 (inactive). (3) The compound is NC(=S)NN=C1CC(c2ccccc2)Nc2ccccc21. The result is 0 (inactive). (4) The drug is S=C(NN=C(c1ccccc1)c1ccccn1)Nc1ccc(Cl)cc1. The result is 0 (inactive). (5) The molecule is CSc1nc(O)c2nc(C)c(=O)n(C3OCC(OC(C)=O)C(OC(C)=O)C3OC(C)=O)c2n1. The result is 0 (inactive). (6) The drug is Oc1ccccc1C=NCc1ccco1. The result is 0 (inactive). (7) The molecule is O=C(O)C1C2OC3C(OC(=O)C31)C2Br. The result is 0 (inactive). (8) The drug is OC(c1ccccc1)c1c(-c2ccccc2)[nH]c(-c2ccccc2)c1C(O)c1ccccc1. The result is 0 (inactive). (9) The molecule is CC(C)=CCCC(C)C1CCC2(C)C3CCC4C(C)(C)C(O)CCC45CC35CCC12C. The result is 0 (inactive). (10) The drug is O=C(O)C1=C(C(=O)O)C2CCC1C2. The result is 0 (inactive).